Predict which catalyst facilitates the given reaction. From a dataset of Catalyst prediction with 721,799 reactions and 888 catalyst types from USPTO. Reactant: [H-].[Na+].[OH:3][CH2:4][CH:5]1[O:9][N:8]=[C:7]([C:10]([O:12][CH2:13][CH3:14])=[O:11])[CH2:6]1.I[CH2:16][CH3:17]. Product: [CH2:16]([O:3][CH2:4][CH:5]1[O:9][N:8]=[C:7]([C:10]([O:12][CH2:13][CH3:14])=[O:11])[CH2:6]1)[CH3:17]. The catalyst class is: 3.